From a dataset of Full USPTO retrosynthesis dataset with 1.9M reactions from patents (1976-2016). Predict the reactants needed to synthesize the given product. (1) The reactants are: [F:1][C:2]([F:31])([F:30])[C:3]1[CH:4]=[C:5]([NH:9][C:10]([N:12]2[C:20]3[C:15](=[CH:16][C:17]([O:21][C:22]4[CH:27]=[C:26]([CH2:28][NH2:29])[N:25]=[CH:24][N:23]=4)=[CH:18][CH:19]=3)[CH:14]=[CH:13]2)=[O:11])[CH:6]=[CH:7][CH:8]=1.C1C[O:35][CH2:34][CH2:33]1.C(Cl)(=O)C. Given the product [F:31][C:2]([F:30])([F:1])[C:3]1[CH:4]=[C:5]([NH:9][C:10]([N:12]2[C:20]3[C:15](=[CH:16][C:17]([O:21][C:22]4[CH:27]=[C:26]([CH2:28][NH:29][C:34](=[O:35])[CH3:33])[N:25]=[CH:24][N:23]=4)=[CH:18][CH:19]=3)[CH:14]=[CH:13]2)=[O:11])[CH:6]=[CH:7][CH:8]=1, predict the reactants needed to synthesize it. (2) The reactants are: [CH3:1][C:2]1[C:3](=[O:25])[O:4][C:5]([C:13]2[O:14][C:15]3[CH:21]=[CH:20][C:19]([N+:22]([O-])=O)=[CH:18][C:16]=3[CH:17]=2)=[C:6]([CH3:12])[C:7]=1[O:8][CH2:9][O:10][CH3:11].[H][H].O1CCO[CH2:30][CH2:29]1. Given the product [NH2:22][C:19]1[CH:20]=[CH:21][C:15]2[O:14][C:13]([C:5]3[O:4][C:3](=[O:25])[C:2]([CH3:1])=[C:7]([O:8][CH2:9][O:10][CH3:11])[C:6]=3[CH3:12])=[CH:17][C:16]=2[CH:18]=1.[CH3:1][C:2]1[C:3](=[O:25])[O:4][C:5]([C:13]2[O:14][C:15]3[CH:21]=[CH:20][C:19]([NH:22][CH2:29][CH3:30])=[CH:18][C:16]=3[CH:17]=2)=[C:6]([CH3:12])[C:7]=1[O:8][CH2:9][O:10][CH3:11], predict the reactants needed to synthesize it. (3) Given the product [F:21][C:2]([F:1])([F:20])[O:3][C:4]1[CH:5]=[CH:6][C:7]([C:10]2[CH:19]=[CH:18][C:13]([C:14]([OH:16])=[O:15])=[CH:12][N:11]=2)=[CH:8][CH:9]=1, predict the reactants needed to synthesize it. The reactants are: [F:1][C:2]([F:21])([F:20])[O:3][C:4]1[CH:9]=[CH:8][C:7]([C:10]2[CH:19]=[CH:18][C:13]([C:14]([O:16]C)=[O:15])=[CH:12][N:11]=2)=[CH:6][CH:5]=1.[OH-].[K+]. (4) Given the product [F:1][C:2]1[C:3]([NH2:30])=[N:4][CH:5]=[C:6]([C:8]2[CH:9]=[C:10]3[C:16]([C:17]4[CH:18]=[N:19][N:20]([CH2:22][C:23]5[CH:28]=[CH:27][CH:26]=[C:25]([F:29])[CH:24]=5)[CH:21]=4)=[CH:15][NH:14][C:11]3=[N:12][CH:13]=2)[CH:7]=1, predict the reactants needed to synthesize it. The reactants are: [F:1][C:2]1[C:3]([NH:30]C(=O)OC(C)(C)C)=[N:4][CH:5]=[C:6]([C:8]2[CH:9]=[C:10]3[C:16]([C:17]4[CH:18]=[N:19][N:20]([CH2:22][C:23]5[CH:28]=[CH:27][CH:26]=[C:25]([F:29])[CH:24]=5)[CH:21]=4)=[CH:15][NH:14][C:11]3=[N:12][CH:13]=2)[CH:7]=1.